From a dataset of Catalyst prediction with 721,799 reactions and 888 catalyst types from USPTO. Predict which catalyst facilitates the given reaction. (1) Reactant: FC(F)(F)C(O)=O.[CH3:8][N:9]([CH3:63])[CH2:10][CH2:11][CH2:12][NH:13][C:14]([C:16]1[CH:21]=[CH:20][C:19]([C:22]2[CH:27]=[CH:26][C:25]([CH2:28][C@H:29]([NH:44][C:45]([C@H:47]3[CH2:52][CH2:51][C@H:50]([CH2:53][NH:54]C(=O)OC(C)(C)C)[CH2:49][CH2:48]3)=[O:46])[C:30](=[O:43])[NH:31][C:32]3[CH:37]=[CH:36][C:35]([C:38]4[N:39]=[N:40][NH:41][N:42]=4)=[CH:34][CH:33]=3)=[CH:24][CH:23]=2)=[C:18]([CH3:62])[CH:17]=1)=[O:15].[ClH:64]. Product: [ClH:64].[NH2:54][CH2:53][C@H:50]1[CH2:51][CH2:52][C@H:47]([C:45]([NH:44][C@H:29]([C:30](=[O:43])[NH:31][C:32]2[CH:33]=[CH:34][C:35]([C:38]3[N:39]=[N:40][NH:41][N:42]=3)=[CH:36][CH:37]=2)[CH2:28][C:25]2[CH:24]=[CH:23][C:22]([C:19]3[CH:20]=[CH:21][C:16]([C:14]([NH:13][CH2:12][CH2:11][CH2:10][N:9]([CH3:63])[CH3:8])=[O:15])=[CH:17][C:18]=3[CH3:62])=[CH:27][CH:26]=2)=[O:46])[CH2:48][CH2:49]1. The catalyst class is: 12. (2) Reactant: CC1(C)C(C)(C)OB([C:9]2[CH:14]=[CH:13][CH:12]=[CH:11][C:10]=2[O:15][C:16]2[CH:21]=[CH:20][C:19]([N+:22]([O-:24])=[O:23])=[CH:18][CH:17]=2)O1.C([O-])(=O)C.[K+].Cl[C:32]1[CH:37]=[CH:36][N:35]=[C:34]([NH2:38])[N:33]=1.C(#N)C. Product: [N+:22]([C:19]1[CH:18]=[CH:17][C:16]([O:15][C:10]2[CH:11]=[CH:12][CH:13]=[CH:14][C:9]=2[C:32]2[CH:37]=[CH:36][N:35]=[C:34]([NH2:38])[N:33]=2)=[CH:21][CH:20]=1)([O-:24])=[O:23]. The catalyst class is: 34. (3) Reactant: Br[C:2]1[CH:3]=[C:4]2[C:9](=[C:10]3[CH:15]=[CH:14][CH:13]=[N:12][C:11]=13)[N:8]=[CH:7][N:6]([C@@H:16]1[C@@H:21]([OH:22])[CH2:20][CH2:19][O:18][CH2:17]1)[C:5]2=[O:23].C([O-])(=O)C.[K+].[B:29]1(B2OC(C)(C)C(C)(C)O2)[O:33]C(C)(C)C(C)(C)[O:30]1.ClCCl.[OH-].[Na+]. Product: [OH:22][C@H:21]1[CH2:20][CH2:19][O:18][CH2:17][C@@H:16]1[N:6]1[C:5](=[O:23])[C:4]2[C:9](=[C:10]3[CH:15]=[CH:14][CH:13]=[N:12][C:11]3=[C:2]([B:29]([OH:33])[OH:30])[CH:3]=2)[N:8]=[CH:7]1. The catalyst class is: 151.